Dataset: Full USPTO retrosynthesis dataset with 1.9M reactions from patents (1976-2016). Task: Predict the reactants needed to synthesize the given product. Given the product [C:33]([C:32]1[CH:35]=[C:36]([C:2]2[N:7]=[CH:6][N:5]=[C:4]([NH:8][C:9]3[CH:10]=[CH:11][C:12]([O:17][CH:18]4[CH2:23][CH2:22][O:21][CH2:20][CH2:19]4)=[C:13]([CH:16]=3)[C:14]#[N:15])[N:3]=2)[CH:37]=[CH:38][C:31]=1[O:30][CH:27]1[CH2:28][CH2:29][O:24][CH2:25][CH2:26]1)#[N:34], predict the reactants needed to synthesize it. The reactants are: Cl[C:2]1[N:7]=[CH:6][N:5]=[C:4]([NH:8][C:9]2[CH:10]=[CH:11][C:12]([O:17][CH:18]3[CH2:23][CH2:22][O:21][CH2:20][CH2:19]3)=[C:13]([CH:16]=2)[C:14]#[N:15])[N:3]=1.[O:24]1[CH2:29][CH2:28][CH:27]([O:30][C:31]2[CH:38]=[CH:37][C:36](B3OC(C)(C)C(C)(C)O3)=[CH:35][C:32]=2[C:33]#[N:34])[CH2:26][CH2:25]1.C1(P(C2C=CC=CC=2)C2C=CC=CC=2)C=CC=CC=1.C(=O)([O-])[O-].[Na+].[Na+].